This data is from Forward reaction prediction with 1.9M reactions from USPTO patents (1976-2016). The task is: Predict the product of the given reaction. Given the reactants Br[C:2]1[CH:13]=[CH:12][C:5]([O:6][CH2:7][CH:8](O)CO)=[CH:4][CH:3]=1.I([O-])(=O)(=O)=[O:15].[Na+], predict the reaction product. The product is: [O:6]([C:7](=[O:15])[CH3:8])[C:5]1[CH:12]=[CH:13][CH:2]=[CH:3][CH:4]=1.